This data is from Peptide-MHC class I binding affinity with 185,985 pairs from IEDB/IMGT. The task is: Regression. Given a peptide amino acid sequence and an MHC pseudo amino acid sequence, predict their binding affinity value. This is MHC class I binding data. The peptide sequence is TIMAAILAYT. The MHC is HLA-A68:02 with pseudo-sequence HLA-A68:02. The binding affinity (normalized) is 0.587.